This data is from Drug-target binding data from BindingDB using IC50 measurements. The task is: Regression. Given a target protein amino acid sequence and a drug SMILES string, predict the binding affinity score between them. We predict pIC50 (pIC50 = -log10(IC50 in M); higher means more potent). Dataset: bindingdb_ic50. (1) The small molecule is COC(=O)[C@H](CCCCNC(N)=O)N(C/C=C/c1cccc(Oc2ccccc2)c1)C/C=C/c1cccc(Oc2ccccc2)c1. The target protein (P19235) has sequence MDHLGASLWPQVGSLCLLLAGAAWAPPPNLPDPKFESKAALLAARGPEELLCFTERLEDLVCFWEEAASAGVGPGNYSFSYQLEDEPWKLCRLHQAPTARGAVRFWCSLPTADTSSFVPLELRVTAASGAPRYHRVIHINEVVLLDAPVGLVARLADESGHVVLRWLPPPETPMTSHIRYEVDVSAGNGAGSVQRVEILEGRTECVLSNLRGRTRYTFAVRARMAEPSFGGFWSAWSEPVSLLTPSDLDPLILTLSLILVVILVLLTVLALLSHRRALKQKIWPGIPSPESEFEGLFTTHKGNFQLWLYQNDGCLWWSPCTPFTEDPPASLEVLSERCWGTMQAVEPGTDDEGPLLEPVGSEHAQDTYLVLDKWLLPRNPPSEDLPGPGGSVDIVAMDEGSEASSCSSALASKPSPEGASAASFEYTILDPSSQLLRPWTLCPELPPTPPHLKYLYLVVSDSGISTDYSSGDSQGAQGGLSDGPYSNPYENSLIPAAEPL.... The pIC50 is 4.5. (2) The compound is C[C@H](c1cccc2ccccc12)N1CCC(C(=O)NCc2ccc3c(c2)OCO3)CC1. The target protein (Q9UK80) has sequence MPQASEHRLGRTREPPVNIQPRVGSKLPFAPRARSKERRNPASGPNPMLRPLPPRPGLPDERLKKLELGRGRTSGPRPRGPLRADHGVPLPGSPPPTVALPLPSRTNLARSKSVSSGDLRPMGIALGGHRGTGELGAALSRLALRPEPPTLRRSTSLRRLGGFPGPPTLFSIRTEPPASHGSFHMISARSSEPFYSDDKMAHHTLLLGSGHVGLRNLGNTCFLNAVLQCLSSTRPLRDFCLRRDFRQEVPGGGRAQELTEAFADVIGALWHPDSCEAVNPTRFRAVFQKYVPSFSGYSQQDAQEFLKLLMERLHLEINRRGRRAPPILANGPVPSPPRRGGALLEEPELSDDDRANLMWKRYLEREDSKIVDLFVGQLKSCLKCQACGYRSTTFEVFCDLSLPIPKKGFAGGKVSLRDCFNLFTKEEELESENAPVCDRCRQKTRSTKKLTVQRFPRILVLHLNRFSASRGSIKKSSVGVDFPLQRLSLGDFASDKAGSP.... The pIC50 is 4.5. (3) The compound is O=C1C2=NCCS(=O)(=O)C2C(=O)c2cc3c(cc21)CCCC3. The target protein (P28563) has sequence MVMEVGILDAGGLRALLREGAAQCLLLDCRSFFAFNAGHIAGSVNVRFSTIVRRRAKGAMGLEHIVPNAELRGRLLAGAYHAVVLLDERSASLDGAKRDGTLALAAGALCREARSTQVFFLQGGYEAFSASCPELCSKQSTPTGLSLPLSTSVPDSAESGCSSCSTPLYDQGGPVEILSFLYLGSAYHASRKDMLDALGITALINVSANCPNHFEGHYQYKSIPVEDNHKADISSWFNEAIDFIDSIKDAGGRVFVHCQAGISRSATICLAYLMRTNRVKLDEAFEFVKQRRSIISPNFSFMGQLLQFESQVLAPHCSAEAGSPAMAVLDRGTSTTTVFNFPVSIPVHPTNSALNYLKSPITTSPSC. The pIC50 is 4.4.